This data is from Reaction yield outcomes from USPTO patents with 853,638 reactions. The task is: Predict the reaction yield, written as a fraction of the theoretical maximum amount of product (1.0 means a 100% yield; for example, 0.34 means a 34% yield). (1) The reactants are I[C:2]1[CH:7]=[CH:6][N:5]=[C:4]([S:8][CH3:9])[N:3]=1.C(N(CC)CC)C.[CH3:17][Si:18]([C:21]#[CH:22])([CH3:20])[CH3:19].CCCCCC. The catalyst is O1CCCC1.[Cu]I. The product is [CH3:9][S:8][C:4]1[N:3]=[C:2]([C:22]#[C:21][Si:18]([CH3:20])([CH3:19])[CH3:17])[CH:7]=[CH:6][N:5]=1. The yield is 0.990. (2) The yield is 0.980. The product is [NH2:19][C:16]1[N:15]=[CH:14][C:13]([O:12][C:10]2[CH:9]=[CH:8][N:7]=[C:6]([NH:5][C:3](=[O:4])[N:2]([CH3:1])[CH3:22])[CH:11]=2)=[CH:18][CH:17]=1. The catalyst is CO.[Zn]. The reactants are [CH3:1][N:2]([CH3:22])[C:3]([NH:5][C:6]1[CH:11]=[C:10]([O:12][C:13]2[CH:14]=[N:15][C:16]([N+:19]([O-])=O)=[CH:17][CH:18]=2)[CH:9]=[CH:8][N:7]=1)=[O:4].[NH4+].[Cl-].